Dataset: Full USPTO retrosynthesis dataset with 1.9M reactions from patents (1976-2016). Task: Predict the reactants needed to synthesize the given product. (1) The reactants are: C([Sn](=O)CCCC)CCC.C[Si]([N:15]=[N+:16]=[N-:17])(C)C.[Cl:18][C:19]1[CH:24]=[CH:23][C:22]([C:25]2[N:26]=[C:27]([CH2:47][C:48]#[N:49])[C:28]([C:38]([NH:40][N:41]3[CH2:46][CH2:45][CH2:44][CH2:43][CH2:42]3)=[O:39])=[N:29][C:30]=2[C:31]2[CH:36]=[CH:35][C:34]([Cl:37])=[CH:33][CH:32]=2)=[CH:21][CH:20]=1. Given the product [Cl:18][C:19]1[CH:24]=[CH:23][C:22]([C:25]2[N:26]=[C:27]([CH2:47][C:48]3[N:15]=[N:16][NH:17][N:49]=3)[C:28]([C:38]([NH:40][N:41]3[CH2:46][CH2:45][CH2:44][CH2:43][CH2:42]3)=[O:39])=[N:29][C:30]=2[C:31]2[CH:32]=[CH:33][C:34]([Cl:37])=[CH:35][CH:36]=2)=[CH:21][CH:20]=1, predict the reactants needed to synthesize it. (2) The reactants are: [NH2:1][C:2]1[CH:7]=[CH:6][C:5]([CH2:8][CH2:9][OH:10])=[CH:4][C:3]=1[F:11].C([O-])(O)=O.[Na+].[C:17](O[C:17]([O:19][C:20]([CH3:23])([CH3:22])[CH3:21])=[O:18])([O:19][C:20]([CH3:23])([CH3:22])[CH3:21])=[O:18].O. Given the product [F:11][C:3]1[CH:4]=[C:5]([CH2:8][CH2:9][OH:10])[CH:6]=[CH:7][C:2]=1[NH:1][C:17](=[O:18])[O:19][C:20]([CH3:23])([CH3:22])[CH3:21], predict the reactants needed to synthesize it. (3) Given the product [Br:1][C:2]1[CH:7]=[C:6]([O:8][CH2:12][O:13][CH3:14])[C:5]([O:9][CH3:10])=[CH:4][C:3]=1[Cl:11], predict the reactants needed to synthesize it. The reactants are: [Br:1][C:2]1[C:3]([Cl:11])=[CH:4][C:5]([O:9][CH3:10])=[C:6]([OH:8])[CH:7]=1.[CH3:12][O:13][CH2:14]OC. (4) The reactants are: Br[C:2]1[CH:7]=[CH:6][C:5]([O:8][CH2:9][C:10]2[CH:15]=[CH:14][CH:13]=[CH:12][C:11]=2[O:16][C:17]2[CH:22]=[CH:21][CH:20]=[CH:19][CH:18]=2)=[CH:4][N:3]=1.C([Sn](CCCC)(CCCC)/[CH:28]=[CH:29]/[C:30]([O:32][CH2:33][CH3:34])=[O:31])CCC.[F-].[K+]. Given the product [O:16]([C:11]1[CH:12]=[CH:13][CH:14]=[CH:15][C:10]=1[CH2:9][O:8][C:5]1[CH:6]=[CH:7][C:2](/[CH:28]=[CH:29]/[C:30]([O:32][CH2:33][CH3:34])=[O:31])=[N:3][CH:4]=1)[C:17]1[CH:22]=[CH:21][CH:20]=[CH:19][CH:18]=1, predict the reactants needed to synthesize it. (5) Given the product [CH2:26]1[C:25]2[O:37][C:20]3[CH:19]=[C:18]([N:3]4[CH:4]=[CH:5][C:6]([C:8]5[CH:9]=[N:10][C:11]([C:14]([F:17])([F:15])[F:16])=[CH:12][CH:13]=5)=[CH:7][C:2]4=[O:1])[CH:23]=[CH:22][C:21]=3[C:24]=2[CH2:29][CH2:28][NH:27]1, predict the reactants needed to synthesize it. The reactants are: [O:1]=[C:2]1[CH:7]=[C:6]([C:8]2[CH:9]=[N:10][C:11]([C:14]([F:17])([F:16])[F:15])=[CH:12][CH:13]=2)[CH:5]=[CH:4][N:3]1[C:18]1[CH:23]=[CH:22][C:21]2[C:24]3[CH2:29][CH2:28][N:27](C(OC(C)(C)C)=O)[CH2:26][C:25]=3[O:37][C:20]=2[CH:19]=1.Cl. (6) Given the product [CH:1]1([CH:4]([NH:6][C:7]([C:9]2[C:17]3[C:12](=[N:13][CH:14]=[C:15]([O:18][C:19]4[CH:24]=[CH:23][CH:22]=[CH:21][CH:20]=4)[N:16]=3)[NH:11][CH:10]=2)=[O:8])[CH3:5])[CH2:3][CH2:2]1, predict the reactants needed to synthesize it. The reactants are: [CH:1]1([CH:4]([NH:6][C:7]([C:9]2[C:17]3[C:12](=[N:13][CH:14]=[C:15]([O:18][C:19]4[CH:24]=[CH:23][CH:22]=[CH:21][CH:20]=4)[N:16]=3)[N:11](COCC[Si](C)(C)C)[CH:10]=2)=[O:8])[CH3:5])[CH2:3][CH2:2]1. (7) Given the product [CH2:1]([O:4][C:5]1([CH3:28])[CH2:10][CH2:9][N:8]([C:11]2[N:16]3[N:17]=[C:18]([Br:20])[CH:19]=[C:15]3[N:14]=[C:13]([CH3:21])[C:12]=2[C@H:22]([O:27][C:32]([CH3:44])([CH3:38])[CH3:33])[C:23]([O:25][CH3:26])=[O:24])[CH2:7][CH2:6]1)[CH:2]=[CH2:3], predict the reactants needed to synthesize it. The reactants are: [CH2:1]([O:4][C:5]1([CH3:28])[CH2:10][CH2:9][N:8]([C:11]2[N:16]3[N:17]=[C:18]([Br:20])[CH:19]=[C:15]3[N:14]=[C:13]([CH3:21])[C:12]=2[C:22](=[O:27])[C:23]([O:25][CH3:26])=[O:24])[CH2:7][CH2:6]1)[CH:2]=[CH2:3].CB1N2CCC[C@@H:33]2[C:32]([C:44]2C=CC=CC=2)([C:38]2C=CC=CC=2)O1.CC#N.C(=O)=O.[B]1OC2C(=CC=CC=2)O1.